From a dataset of NCI-60 drug combinations with 297,098 pairs across 59 cell lines. Regression. Given two drug SMILES strings and cell line genomic features, predict the synergy score measuring deviation from expected non-interaction effect. (1) Drug 1: C1=NC2=C(N=C(N=C2N1C3C(C(C(O3)CO)O)O)F)N. Drug 2: C1CN(P(=O)(OC1)NCCCl)CCCl. Cell line: SF-295. Synergy scores: CSS=-0.470, Synergy_ZIP=-2.51, Synergy_Bliss=-5.42, Synergy_Loewe=-9.05, Synergy_HSA=-8.71. (2) Drug 1: COC1=C(C=C2C(=C1)N=CN=C2NC3=CC(=C(C=C3)F)Cl)OCCCN4CCOCC4. Drug 2: CCC1(CC2CC(C3=C(CCN(C2)C1)C4=CC=CC=C4N3)(C5=C(C=C6C(=C5)C78CCN9C7C(C=CC9)(C(C(C8N6C=O)(C(=O)OC)O)OC(=O)C)CC)OC)C(=O)OC)O.OS(=O)(=O)O. Cell line: 786-0. Synergy scores: CSS=17.9, Synergy_ZIP=-4.46, Synergy_Bliss=2.16, Synergy_Loewe=-0.0738, Synergy_HSA=-0.0479. (3) Drug 1: COC1=NC(=NC2=C1N=CN2C3C(C(C(O3)CO)O)O)N. Drug 2: C1CN(P(=O)(OC1)NCCCl)CCCl. Cell line: K-562. Synergy scores: CSS=-1.44, Synergy_ZIP=0.965, Synergy_Bliss=-0.465, Synergy_Loewe=-0.757, Synergy_HSA=-2.54.